This data is from Full USPTO retrosynthesis dataset with 1.9M reactions from patents (1976-2016). The task is: Predict the reactants needed to synthesize the given product. The reactants are: C([O:3][CH2:4][CH2:5][O:6][NH:7][C:8]([C:10]1[CH:18]=[CH:17][C:13]2[CH:14]=[N:15][S:16][C:12]=2[C:11]=1[NH:19][C:20]1[CH:25]=[CH:24][C:23]([I:26])=[CH:22][C:21]=1[F:27])=[O:9])=C.Cl. Given the product [OH:3][CH2:4][CH2:5][O:6][NH:7][C:8]([C:10]1[CH:18]=[CH:17][C:13]2[CH:14]=[N:15][S:16][C:12]=2[C:11]=1[NH:19][C:20]1[CH:25]=[CH:24][C:23]([I:26])=[CH:22][C:21]=1[F:27])=[O:9], predict the reactants needed to synthesize it.